This data is from Forward reaction prediction with 1.9M reactions from USPTO patents (1976-2016). The task is: Predict the product of the given reaction. Given the reactants [NH2:1][C:2]1[C:3]([OH:16])=[CH:4][C:5]([C:12]([F:15])([F:14])[F:13])=[C:6]([CH:11]=1)[C:7]([O:9][CH3:10])=[O:8].C(=O)([O-])O.[Na+].[Br:22][C:23]([CH3:28])([CH3:27])[C:24](Br)=[O:25], predict the reaction product. The product is: [Br:22][C:23]([CH3:28])([CH3:27])[C:24]([NH:1][C:2]1[C:3]([OH:16])=[CH:4][C:5]([C:12]([F:13])([F:14])[F:15])=[C:6]([CH:11]=1)[C:7]([O:9][CH3:10])=[O:8])=[O:25].